This data is from Full USPTO retrosynthesis dataset with 1.9M reactions from patents (1976-2016). The task is: Predict the reactants needed to synthesize the given product. (1) Given the product [CH3:1][CH2:2][C:3]1[CH:8]=[CH:7][C:6]([C:9]([CH:11]([CH2:13][N:14]2[CH2:19][CH2:18][CH2:17][CH2:16][CH2:15]2)[CH3:12])=[O:10])=[CH:5][CH:4]=1.[S:24]([O-:27])(=[O:26])(=[O:25])[CH3:23], predict the reactants needed to synthesize it. The reactants are: [CH3:1][CH2:2][C:3]1[CH:4]=[CH:5][C:6]([C:9]([CH:11]([CH2:13][N:14]2[CH2:19][CH2:18][CH2:17][CH2:16][CH2:15]2)[CH3:12])=[O:10])=[CH:7][CH:8]=1.C(=O)=O.[CH3:23][S:24]([OH:27])(=[O:26])=[O:25]. (2) Given the product [Br:20][C:17]1[CH:16]=[C:15]([CH3:18])[C:14]([CH3:19])=[CH:13][N:12]=1, predict the reactants needed to synthesize it. The reactants are: CN(C)CCO.C([Li])CCC.[N:12]1[CH:17]=[CH:16][C:15]([CH3:18])=[C:14]([CH3:19])[CH:13]=1.[Br:20]C(Br)(Br)Br.BrC1C(C)=C(C)C=CN=1. (3) Given the product [CH2:13]([N:9]1[C:8]2[N:7]=[C:6]([C:18]([F:21])([F:20])[F:19])[NH:5][C:4]=2/[C:3](=[N:22]\[NH2:23])/[NH:11][C:10]1=[O:12])[CH2:14][CH2:15][CH2:16][CH3:17], predict the reactants needed to synthesize it. The reactants are: CS[C:3]1[C:4]2[NH:5][C:6]([C:18]([F:21])([F:20])[F:19])=[N:7][C:8]=2[N:9]([CH2:13][CH2:14][CH2:15][CH2:16][CH3:17])[C:10](=[O:12])[N:11]=1.[NH2:22][NH2:23]. (4) Given the product [Br:1][C:2]1[CH:11]=[C:10]([CH2:12][C:13]2[CH:18]=[CH:17][C:16]([CH2:19][CH3:20])=[CH:15][CH:14]=2)[C:9]([Cl:22])=[CH:8][C:3]=1[CH2:4][OH:5], predict the reactants needed to synthesize it. The reactants are: [Br:1][C:2]1[CH:11]=[C:10]([C:12](=O)[C:13]2[CH:18]=[CH:17][C:16]([CH2:19][CH3:20])=[CH:15][CH:14]=2)[C:9]([Cl:22])=[CH:8][C:3]=1[C:4](OC)=[O:5].C([SiH](CC)CC)C.FC(F)(F)S(O)(=O)=O.CCOC(C)=O. (5) Given the product [N:1]1[CH:6]=[CH:5][CH:4]=[N:3][C:2]=1[O:7][C@H:8]1[CH2:13][CH2:12][C@H:11]([C:14]([NH:31][NH2:32])=[O:16])[CH2:10][CH2:9]1, predict the reactants needed to synthesize it. The reactants are: [N:1]1[CH:6]=[CH:5][CH:4]=[N:3][C:2]=1[O:7][C@H:8]1[CH2:13][CH2:12][C@H:11]([C:14]([OH:16])=O)[CH2:10][CH2:9]1.C(N(CC)CC)C.ClC(OCC)=O.O.[NH2:31][NH2:32]. (6) The reactants are: [Cl:1][C:2]1[N:7]=[C:6]([CH2:8][C:9]([C:11]2[C:12]([F:25])=[C:13]([NH:18][C:19](=[O:24])[O:20][CH2:21][CH:22]=[CH2:23])[CH:14]=[CH:15][C:16]=2[F:17])=O)[CH:5]=[CH:4][N:3]=1.C1C(=O)N(Br)C(=O)C1.[N:34]1([C:40](=[S:42])[NH2:41])[CH2:39][CH2:38][O:37][CH2:36][CH2:35]1. Given the product [Cl:1][C:2]1[N:7]=[C:6]([C:8]2[S:42][C:40]([N:34]3[CH2:39][CH2:38][O:37][CH2:36][CH2:35]3)=[N:41][C:9]=2[C:11]2[C:12]([F:25])=[C:13]([NH:18][C:19](=[O:24])[O:20][CH2:21][CH:22]=[CH2:23])[CH:14]=[CH:15][C:16]=2[F:17])[CH:5]=[CH:4][N:3]=1, predict the reactants needed to synthesize it.